From a dataset of Peptide-MHC class I binding affinity with 185,985 pairs from IEDB/IMGT. Regression. Given a peptide amino acid sequence and an MHC pseudo amino acid sequence, predict their binding affinity value. This is MHC class I binding data. The binding affinity (normalized) is 0.167. The MHC is HLA-A02:01 with pseudo-sequence HLA-A02:01. The peptide sequence is KIKIKHKGM.